This data is from Forward reaction prediction with 1.9M reactions from USPTO patents (1976-2016). The task is: Predict the product of the given reaction. (1) Given the reactants [N:1]1[CH:6]=[CH:5][CH:4]=[N:3][C:2]=1[C:7]1[S:8][CH:9]=[CH:10][C:11]=1[C:12]([O-:14])=O.[K+].CCN(C(C)C)C(C)C.C(P1(=O)OP(=O)(CCC)OP(=O)(CCC)O1)CC.[CH3:43][C@H:44]1[NH:49][CH2:48][C@H:47]([O:50][C:51]2[C:56]([C:57]([OH:60])([CH3:59])[CH3:58])=[CH:55][CH:54]=[CH:53][N:52]=2)[CH2:46][CH2:45]1, predict the reaction product. The product is: [CH3:43][C@H:44]1[N:49]([C:12]([C:11]2[CH:10]=[CH:9][S:8][C:7]=2[C:2]2[N:1]=[CH:6][CH:5]=[CH:4][N:3]=2)=[O:14])[CH2:48][C@H:47]([O:50][C:51]2[C:56]([C:57]([OH:60])([CH3:59])[CH3:58])=[CH:55][CH:54]=[CH:53][N:52]=2)[CH2:46][CH2:45]1. (2) Given the reactants N1CCCCC1.[Cl:7][C:8]1[CH:17]=[CH:16][CH:15]=[C:14]2[C:9]=1[C:10](=[O:56])[N:11]([N:39]1[CH2:44][CH2:43][N:42]([CH2:45][C:46]3[CH:51]=[CH:50][C:49]([C:52]([F:55])([F:54])[F:53])=[CH:48][CH:47]=3)[CH2:41][CH2:40]1)[C:12]([C@@H:18]([NH:21]C(=O)OCC1C3C=CC=CC=3C3C1=CC=CC=3)[CH2:19][CH3:20])=[N:13]2.CCOC(C)=O, predict the reaction product. The product is: [NH2:21][C@H:18]([C:12]1[N:11]([N:39]2[CH2:44][CH2:43][N:42]([CH2:45][C:46]3[CH:51]=[CH:50][C:49]([C:52]([F:54])([F:53])[F:55])=[CH:48][CH:47]=3)[CH2:41][CH2:40]2)[C:10](=[O:56])[C:9]2[C:14](=[CH:15][CH:16]=[CH:17][C:8]=2[Cl:7])[N:13]=1)[CH2:19][CH3:20]. (3) Given the reactants CN(C(ON1N=NC2C=CC=NC1=2)=[N+](C)C)C.F[P-](F)(F)(F)(F)F.[CH3:25][CH:26]([CH:31]([CH3:33])[CH3:32])[CH2:27][C:28](O)=[O:29].Cl.[CH3:35][O:36][C:37]([C:39]1[CH:40]=[C:41]2[C:45](=[CH:46][CH:47]=1)[CH2:44][CH2:43][C@H:42]2[NH2:48])=[O:38], predict the reaction product. The product is: [CH3:25][CH:26]([CH:31]([CH3:33])[CH3:32])[CH2:27][C:28]([NH:48][C@H:42]1[C:41]2[C:45](=[CH:46][CH:47]=[C:39]([C:37]([O:36][CH3:35])=[O:38])[CH:40]=2)[CH2:44][CH2:43]1)=[O:29]. (4) Given the reactants [C:1]([O:5][C:6]([N:8]1[CH2:13][CH2:12][CH:11]([OH:14])[CH2:10][CH2:9]1)=[O:7])([CH3:4])([CH3:3])[CH3:2].[H-].[Na+].Cl[C:18]1[C:19]2[O:26][N:25]=[C:24]([C:27]3[CH:32]=[CH:31][C:30]([S:33]([CH3:36])(=[O:35])=[O:34])=[CH:29][CH:28]=3)[C:20]=2[N:21]=[CH:22][N:23]=1, predict the reaction product. The product is: [C:1]([O:5][C:6]([N:8]1[CH2:13][CH2:12][CH:11]([O:14][C:18]2[C:19]3[O:26][N:25]=[C:24]([C:27]4[CH:28]=[CH:29][C:30]([S:33]([CH3:36])(=[O:34])=[O:35])=[CH:31][CH:32]=4)[C:20]=3[N:21]=[CH:22][N:23]=2)[CH2:10][CH2:9]1)=[O:7])([CH3:4])([CH3:2])[CH3:3]. (5) Given the reactants [H-].[H-].[H-].[H-].[Li+].[Al+3].[C:7]([NH:15][C:16]1([CH2:20][C:21](OCC)=[O:22])[CH2:19][CH2:18][CH2:17]1)(=O)[C:8]1[CH:13]=[CH:12][CH:11]=[CH:10][CH:9]=1, predict the reaction product. The product is: [CH2:7]([NH:15][C:16]1([CH2:20][CH2:21][OH:22])[CH2:19][CH2:18][CH2:17]1)[C:8]1[CH:13]=[CH:12][CH:11]=[CH:10][CH:9]=1. (6) Given the reactants C([C:4]1[S:5][CH:6]=[CH:7][CH:8]=1)(=O)C.[CH3:9][C:10]([O-:12])=O.[Na+].[Br:14]Br.C([O-])(O)=O.[Na+], predict the reaction product. The product is: [C:10]([C:7]1[CH:8]=[C:4]([Br:14])[S:5][CH:6]=1)(=[O:12])[CH3:9]. (7) Given the reactants [SH:1][C:2]1[N:7]=[C:6]([OH:8])[CH:5]=[C:4]([C:9]([F:12])([F:11])[F:10])[N:3]=1.Br[CH2:14][C:15]1[C:20]([Cl:21])=[CH:19][N:18]=[CH:17][C:16]=1[Cl:22], predict the reaction product. The product is: [Cl:22][C:16]1[CH:17]=[N:18][CH:19]=[C:20]([Cl:21])[C:15]=1[CH2:14][S:1][C:2]1[N:7]=[C:6]([OH:8])[CH:5]=[C:4]([C:9]([F:12])([F:10])[F:11])[N:3]=1. (8) Given the reactants [Cl:1][C:2]1[CH:3]=[CH:4][C:5]([O:24][CH3:25])=[C:6]([C:8](=[N:21][C:22]#[N:23])/[N:9]=[C:10]2\[S:11][CH:12]=[C:13]([CH3:20])[N:14]\2[CH2:15][CH:16]2[CH2:19][CH2:18][CH2:17]2)[CH:7]=1.C([N-]C(C)C)(C)C.[Li+].[CH3:34][C:35]([CH3:37])=[O:36].[Cl-].[NH4+], predict the reaction product. The product is: [Cl:1][C:2]1[CH:3]=[CH:4][C:5]([O:24][CH3:25])=[C:6]([C:8](=[N:21][C:22]#[N:23])/[N:9]=[C:10]2\[S:11][C:12]([C:35]([OH:36])([CH3:37])[CH3:34])=[C:13]([CH3:20])[N:14]\2[CH2:15][CH:16]2[CH2:19][CH2:18][CH2:17]2)[CH:7]=1. (9) Given the reactants [Cl:1][C:2]1[CH:7]=[CH:6][C:5]([CH:8]([C:26]2[CH:31]=[CH:30][C:29]([Cl:32])=[CH:28][CH:27]=2)[C:9]2[CH:10]=[C:11]3[C:16](=[CH:17][CH:18]=2)[N:15]=[CH:14][N:13]=[C:12]3[NH:19][CH:20]2[CH2:25][CH2:24][NH:23][CH2:22][CH2:21]2)=[CH:4][CH:3]=1.[CH:33]([C:35]1[S:39][CH:38]=[C:37]([C:40]([O:42][CH3:43])=[O:41])[CH:36]=1)=O.CO.[BH3-]C#N.[Na+], predict the reaction product. The product is: [Cl:1][C:2]1[CH:7]=[CH:6][C:5]([CH:8]([C:26]2[CH:27]=[CH:28][C:29]([Cl:32])=[CH:30][CH:31]=2)[C:9]2[CH:10]=[C:11]3[C:16](=[CH:17][CH:18]=2)[N:15]=[CH:14][N:13]=[C:12]3[NH:19][CH:20]2[CH2:21][CH2:22][N:23]([CH2:33][C:35]3[S:39][CH:38]=[C:37]([C:40]([O:42][CH3:43])=[O:41])[CH:36]=3)[CH2:24][CH2:25]2)=[CH:4][CH:3]=1.